From a dataset of CYP2C9 inhibition data for predicting drug metabolism from PubChem BioAssay. Regression/Classification. Given a drug SMILES string, predict its absorption, distribution, metabolism, or excretion properties. Task type varies by dataset: regression for continuous measurements (e.g., permeability, clearance, half-life) or binary classification for categorical outcomes (e.g., BBB penetration, CYP inhibition). Dataset: cyp2c9_veith. (1) The compound is CC[C@@H](c1ccccc1)n1c(=O)n2n(c1=O)[C@H]1[C@H](O)[C@H]3O[C@@H]3/C(=N/OC[C@@H](O)COCc3ccco3)[C@@H]1CC2. The result is 0 (non-inhibitor). (2) The compound is CC(=O)n1nc(-c2ccco2)nc1N. The result is 0 (non-inhibitor). (3) The compound is O=C(c1ccco1)N1CCC2(CC1)CCN(c1ccccn1)CC2. The result is 0 (non-inhibitor). (4) The molecule is COc1ccc2c(c1)-c1nc(NC(=O)c3cccs3)sc1CC2. The result is 1 (inhibitor). (5) The result is 0 (non-inhibitor). The molecule is c1ccc2c(-n3ccnc3)nc(-c3ccoc3)nc2c1. (6) The drug is COCC(=O)N1CCC[C@@]2(CCN(Cc3nccs3)C2)C1. The result is 0 (non-inhibitor). (7) The molecule is CCOC(=O)c1c(NC(=O)c2c(C)noc2C)sc2c1CCCCC2. The result is 0 (non-inhibitor). (8) The molecule is O=C1OCC(CO)(CO)N=C1NNc1ccc(Cl)c(Cl)c1. The result is 1 (inhibitor). (9) The result is 0 (non-inhibitor). The molecule is COCCn1c(=O)c(-c2ccc(OC)cc2)nc2cnc(N3CCOCC3)nc21. (10) The drug is Cl.OC(c1ccccc1)(c1ccccc1)C1CCCN1. The result is 0 (non-inhibitor).